Dataset: Catalyst prediction with 721,799 reactions and 888 catalyst types from USPTO. Task: Predict which catalyst facilitates the given reaction. (1) Reactant: [F:1][C:2]1[CH:27]=[C:26]([F:28])[CH:25]=[CH:24][C:3]=1[CH2:4][N:5]([CH2:16][C:17]1[CH:22]=[CH:21][C:20]([OH:23])=[CH:19][CH:18]=1)[C:6]1[CH:11]=[CH:10][CH:9]=[C:8]([N+:12]([O-:14])=[O:13])[C:7]=1[CH3:15].[Br:29][C:30]1[CH:35]=[CH:34][C:33](B(O)O)=[CH:32][CH:31]=1.C(N(CC)CC)C. Product: [Br:29][C:30]1[CH:35]=[CH:34][C:33]([O:23][C:20]2[CH:21]=[CH:22][C:17]([CH2:16][N:5]([CH2:4][C:3]3[CH:24]=[CH:25][C:26]([F:28])=[CH:27][C:2]=3[F:1])[C:6]3[CH:11]=[CH:10][CH:9]=[C:8]([N+:12]([O-:14])=[O:13])[C:7]=3[CH3:15])=[CH:18][CH:19]=2)=[CH:32][CH:31]=1. The catalyst class is: 749. (2) Reactant: Br[C:2]1[CH:3]=[C:4]([CH:17]=[C:18]([Cl:20])[CH:19]=1)[O:5][C:6]1[C:7](=[O:16])[NH:8][CH:9]=[CH:10][C:11]=1[C:12]([F:15])([F:14])[F:13].[Cu][C:22]#[N:23].CN1CCCC1=O.C(O)(=O)C. Product: [Cl:20][C:18]1[CH:19]=[C:2]([CH:3]=[C:4]([O:5][C:6]2[C:7](=[O:16])[NH:8][CH:9]=[CH:10][C:11]=2[C:12]([F:15])([F:14])[F:13])[CH:17]=1)[C:22]#[N:23]. The catalyst class is: 13. (3) Reactant: CC1C=CC(S(O)(=O)=O)=CC=1.[CH3:12][O:13][C:14]([C:16]1[CH:17]=[C:18]2[C:22](=[CH:23][CH:24]=1)[NH:21][N:20]=[C:19]2[C:25]#[CH:26])=[O:15].[O:27]1[CH:32]=[CH:31][CH2:30][CH2:29][CH2:28]1. Product: [C:25]([C:19]1[C:18]2[C:22](=[CH:23][CH:24]=[C:16]([C:14]([O:13][CH3:12])=[O:15])[CH:17]=2)[N:21]([CH:28]2[CH2:29][CH2:30][CH2:31][CH2:32][O:27]2)[N:20]=1)#[CH:26]. The catalyst class is: 57. (4) Reactant: [Cl:1][C:2]1[N:7]=[C:6](Cl)[C:5]([Cl:9])=[CH:4][N:3]=1.[CH3:10][NH:11][CH:12]1[CH2:26][CH:15]2[CH2:16][N:17]([C:19]([O:21][C:22]([CH3:25])([CH3:24])[CH3:23])=[O:20])[CH2:18][CH:14]2[CH2:13]1.CCN(CC)CC. Product: [Cl:1][C:2]1[N:7]=[C:6]([N:11]([CH3:10])[CH:12]2[CH2:13][CH:14]3[CH2:18][N:17]([C:19]([O:21][C:22]([CH3:23])([CH3:24])[CH3:25])=[O:20])[CH2:16][CH:15]3[CH2:26]2)[C:5]([Cl:9])=[CH:4][N:3]=1. The catalyst class is: 14.